Dataset: Catalyst prediction with 721,799 reactions and 888 catalyst types from USPTO. Task: Predict which catalyst facilitates the given reaction. (1) Reactant: [Cl:1][C:2]1[CH:11]=[C:10]2[C:5]([CH:6]=[CH:7][C:8](/[CH:12]=[CH:13]/[C:14]3[CH:15]=[C:16]([CH:20]([O:24][CH2:25][CH3:26])[C:21]([OH:23])=[O:22])[CH:17]=[CH:18][CH:19]=3)=[N:9]2)=[CH:4][CH:3]=1.O.C[C@@H](N)C1C=CC=CC=1. Product: [Cl:1][C:2]1[CH:11]=[C:10]2[C:5]([CH:6]=[CH:7][C:8](/[CH:12]=[CH:13]/[C:14]3[CH:15]=[C:16]([C@@H:20]([O:24][CH2:25][CH3:26])[C:21]([OH:23])=[O:22])[CH:17]=[CH:18][CH:19]=3)=[N:9]2)=[CH:4][CH:3]=1. The catalyst class is: 21. (2) Reactant: [CH2:1]([O:3][C:4]1[CH:5]=[C:6]([C:20]2[CH:25]=[CH:24][C:23]([CH2:26][C:27]([OH:29])=O)=[C:22]([F:30])[CH:21]=2)[CH:7]=[N:8][C:9]=1[O:10][CH2:11][C:12]1[CH:17]=[CH:16][C:15]([O:18][CH3:19])=[CH:14][CH:13]=1)[CH3:2].[N:31]1[NH:32][N:33]=[N:34][C:35]=1[C:36]1[CH:37]=[C:38]([CH:40]=[C:41]([C:43]([F:46])([F:45])[F:44])[CH:42]=1)[NH2:39].C(P1(=O)OP(CCC)(=O)OP(CCC)(=O)O1)CC.CC(=O)OCC. Product: [N:34]1[NH:33][N:32]=[N:31][C:35]=1[C:36]1[CH:37]=[C:38]([NH:39][C:27](=[O:29])[CH2:26][C:23]2[CH:24]=[CH:25][C:20]([C:6]3[CH:7]=[N:8][C:9]([O:10][CH2:11][C:12]4[CH:17]=[CH:16][C:15]([O:18][CH3:19])=[CH:14][CH:13]=4)=[C:4]([O:3][CH2:1][CH3:2])[CH:5]=3)=[CH:21][C:22]=2[F:30])[CH:40]=[C:41]([C:43]([F:45])([F:46])[F:44])[CH:42]=1. The catalyst class is: 17.